From a dataset of Catalyst prediction with 721,799 reactions and 888 catalyst types from USPTO. Predict which catalyst facilitates the given reaction. (1) Reactant: [CH3:1][O:2][C:3](=[O:36])[NH:4][CH:5]([C:9]([N:11]1[CH2:15][CH2:14][CH2:13][CH:12]1[C:16]1[N:17]([CH2:28][O:29][CH2:30][CH2:31][Si:32]([CH3:35])([CH3:34])[CH3:33])[C:18]([C:21]2[CH:26]=[CH:25][C:24](Br)=[CH:23][CH:22]=2)=[CH:19][N:20]=1)=[O:10])[CH:6]([CH3:8])[CH3:7].[NH:37]1[CH2:42][CH2:41][NH:40][CH2:39][CH2:38]1.C1C=CC(P([C:69]2[C:70](C3C(P(C4C=CC=CC=4)C4C=CC=CC=4)=[CH:74][CH:73]=[C:72]4[C:67]=3[CH:68]=[CH:69][CH:70]=[CH:71]4)=[C:71]3[C:72]([CH:73]=[CH:74]C=C3)=[CH:67][CH:68]=2)C2C=CC=CC=2)=CC=1.[CH3:89][C:90]([O-])([CH3:92])[CH3:91].[Na+]. Product: [CH3:1][O:2][C:3](=[O:36])[NH:4][CH:5]([C:9]([N:11]1[CH2:15][CH2:14][CH2:13][CH:12]1[C:16]1[N:17]([CH2:28][O:29][CH2:30][CH2:31][Si:32]([CH3:35])([CH3:34])[CH3:33])[C:18]([C:21]2[CH:26]=[CH:25][C:24]([N:37]3[CH2:42][CH2:41][N:40]([C:69]4[CH:68]=[CH:67][C:72]([C:73]5[N:17]([CH2:28][O:29][CH2:30][CH2:31][Si:32]([CH3:33])([CH3:35])[CH3:34])[C:16]([CH:12]6[CH2:13][CH2:14][CH2:15][N:11]6[C:9](=[O:10])[CH:89]([NH:4][C:3]([O:2][CH3:1])=[O:36])[CH:90]([CH3:92])[CH3:91])=[N:20][CH:74]=5)=[CH:71][CH:70]=4)[CH2:39][CH2:38]3)=[CH:23][CH:22]=2)=[CH:19][N:20]=1)=[O:10])[CH:6]([CH3:8])[CH3:7]. The catalyst class is: 222. (2) Reactant: [CH2:1]([NH:8][C:9](=[O:31])[N:10]([C:12]1[CH:13]=[C:14]([C:18]2[CH:23]=[CH:22][C:21]([CH2:24][CH2:25][C:26]([O:28][CH3:29])=[O:27])=[CH:20][C:19]=2[OH:30])[CH:15]=[CH:16][CH:17]=1)[CH3:11])[CH2:2][CH2:3][CH2:4][CH2:5][CH2:6][CH3:7].[Cl:32][CH2:33][CH2:34][CH2:35]I.C(=O)([O-])[O-].[K+].[K+]. Product: [Cl:32][CH2:33][CH2:34][CH2:35][O:30][C:19]1[CH:20]=[C:21]([CH2:24][CH2:25][C:26]([O:28][CH3:29])=[O:27])[CH:22]=[CH:23][C:18]=1[C:14]1[CH:15]=[CH:16][CH:17]=[C:12]([N:10]([CH3:11])[C:9]([NH:8][CH2:1][CH2:2][CH2:3][CH2:4][CH2:5][CH2:6][CH3:7])=[O:31])[CH:13]=1. The catalyst class is: 311. (3) Reactant: [Cl:1][C:2](Cl)([O:4]C(=O)OC(Cl)(Cl)Cl)Cl.N1C=CC=CC=1.[CH3:19][C@H:20]1[CH2:25][CH2:24][CH2:23][C@@H:22]([CH3:26])[NH:21]1.Cl. Product: [CH3:19][C@H:20]1[CH2:25][CH2:24][CH2:23][C@@H:22]([CH3:26])[N:21]1[C:2]([Cl:1])=[O:4]. The catalyst class is: 2. (4) Product: [CH:18]1([N:7]2[C:2](=[O:1])[C:3]([C:12]3[CH:17]=[CH:16][CH:15]=[CH:14][N:13]=3)=[CH:4][C:5]([C:8]([O:10][CH3:11])=[O:9])=[CH:6]2)[CH2:22][CH2:21][CH2:20][CH2:19]1. Reactant: [O:1]=[C:2]1[NH:7][CH:6]=[C:5]([C:8]([O:10][CH3:11])=[O:9])[CH:4]=[C:3]1[C:12]1[CH:17]=[CH:16][CH:15]=[CH:14][N:13]=1.[CH:18]1(I)[CH2:22][CH2:21][CH2:20][CH2:19]1.C(=O)([O-])[O-].[K+].[K+]. The catalyst class is: 3.